From a dataset of Reaction yield outcomes from USPTO patents with 853,638 reactions. Predict the reaction yield, written as a fraction of the theoretical maximum amount of product (1.0 means a 100% yield; for example, 0.34 means a 34% yield). (1) The reactants are [H-].[H-].[H-].[H-].[Li+].[Al+3].C([O:9][C:10](=O)[C:11]([CH2:24][O:25][CH2:26][C:27]1[CH:32]=[CH:31][CH:30]=[CH:29][CH:28]=1)([C:17]1[CH:22]=[CH:21][C:20]([Br:23])=[CH:19][CH:18]=1)[C:12](OCC)=[O:13])C. The catalyst is C(OCC)C. The product is [CH2:26]([O:25][CH2:24][C:11]([C:17]1[CH:18]=[CH:19][C:20]([Br:23])=[CH:21][CH:22]=1)([CH2:10][OH:9])[CH2:12][OH:13])[C:27]1[CH:28]=[CH:29][CH:30]=[CH:31][CH:32]=1. The yield is 0.360. (2) The reactants are Br[C:2]1[CH:19]=[CH:18][C:5]([CH2:6][NH:7][C:8](=[O:17])[O:9][CH2:10][C:11]2[CH:16]=[CH:15][CH:14]=[CH:13][CH:12]=2)=[CH:4][CH:3]=1.[CH3:20][C:21]1([CH3:37])[C:25]([CH3:27])([CH3:26])[O:24][B:23]([B:23]2[O:24][C:25]([CH3:27])([CH3:26])[C:21]([CH3:37])([CH3:20])[O:22]2)[O:22]1.C([O-])(=O)C.[K+]. The catalyst is O1CCOCC1. The product is [CH3:20][C:21]1([CH3:37])[C:25]([CH3:27])([CH3:26])[O:24][B:23]([C:2]2[CH:19]=[CH:18][C:5]([CH2:6][NH:7][C:8](=[O:17])[O:9][CH2:10][C:11]3[CH:16]=[CH:15][CH:14]=[CH:13][CH:12]=3)=[CH:4][CH:3]=2)[O:22]1. The yield is 0.810. (3) The reactants are [F:1][C:2]1[CH:3]=[CH:4][C:5]([CH3:34])=[C:6]([CH:33]=1)[CH2:7][NH:8][C:9]([C@@H:11]1[C:15]([CH3:17])([CH3:16])[S:14][CH2:13][N:12]1[C:18](=[O:32])[C@@H:19]([OH:31])[C@@H:20]([NH2:30])[CH2:21][C:22]1[CH:27]=[CH:26][C:25]([O:28][CH3:29])=[CH:24][CH:23]=1)=[O:10].C([O:38][C:39]1[C:40]([CH3:48])=[C:41]([CH:45]=[CH:46][CH:47]=1)[C:42](O)=[O:43])(=O)C. No catalyst specified. The product is [F:1][C:2]1[CH:3]=[CH:4][C:5]([CH3:34])=[C:6]([CH:33]=1)[CH2:7][NH:8][C:9]([C@@H:11]1[C:15]([CH3:17])([CH3:16])[S:14][CH2:13][N:12]1[C:18](=[O:32])[C@@H:19]([OH:31])[C@@H:20]([NH:30][C:42](=[O:43])[C:41]1[CH:45]=[CH:46][CH:47]=[C:39]([OH:38])[C:40]=1[CH3:48])[CH2:21][C:22]1[CH:23]=[CH:24][C:25]([O:28][CH3:29])=[CH:26][CH:27]=1)=[O:10]. The yield is 0.810. (4) The reactants are [Br:1][C:2]1[C:7]([C:8]#[N:9])=[C:6](F)[C:5]([F:11])=[CH:4][CH:3]=1.O.[NH2:13][NH2:14]. The catalyst is C(O)C. The product is [Br:1][C:2]1[CH:3]=[CH:4][C:5]([F:11])=[C:6]2[C:7]=1[C:8]([NH2:9])=[N:13][NH:14]2. The yield is 0.940. (5) The reactants are C(NC(C)C)(C)C.C([Li])CCC.[Br:13][C:14]1[CH:19]=[CH:18][C:17]([F:20])=[C:16]([CH3:21])[CH:15]=1.CN([CH:25]=[O:26])C. The catalyst is C1COCC1. The product is [Br:13][C:14]1[CH:15]=[C:16]([CH3:21])[C:17]([F:20])=[C:18]([CH:19]=1)[CH:25]=[O:26]. The yield is 0.640. (6) The reactants are [CH:1]1([C:7]2[CH:15]=[CH:14][C:10]([C:11]([OH:13])=O)=[CH:9][CH:8]=2)[CH2:6][CH2:5][CH2:4][CH2:3][CH2:2]1.[CH3:16][O:17][C:18]1[CH:27]=[CH:26][C:25]([N:28]2[CH2:33][CH2:32][N:31]([CH3:34])[CH2:30][CH2:29]2)=[C:24]2[C:19]=1[CH2:20][CH2:21][NH:22][CH2:23]2.C(N(CC)CC)C.CN(C(ON1N=NC2C=CC=NC1=2)=[N+](C)C)C.F[P-](F)(F)(F)(F)F.C(=O)([O-])[O-].[K+].[K+]. The catalyst is ClCCl. The product is [CH:1]1([C:7]2[CH:8]=[CH:9][C:10]([C:11]([N:22]3[CH2:21][CH2:20][C:19]4[C:24](=[C:25]([N:28]5[CH2:33][CH2:32][N:31]([CH3:34])[CH2:30][CH2:29]5)[CH:26]=[CH:27][C:18]=4[O:17][CH3:16])[CH2:23]3)=[O:13])=[CH:14][CH:15]=2)[CH2:2][CH2:3][CH2:4][CH2:5][CH2:6]1. The yield is 0.780. (7) The reactants are [CH2:1]([C:3]1[N:8]=[C:7]([NH2:9])[N:6]=[C:5]([NH2:10])[C:4]=1[C:11]1[CH:12]=[C:13]2[C:17](=[CH:18][CH:19]=1)[NH:16][CH:15]=[CH:14]2)[CH3:2].Br[CH2:21][C:22]1[CH:27]=[CH:26][C:25]([S:28]([CH3:31])(=[O:30])=[O:29])=[CH:24][CH:23]=1.[OH-].[K+]. The catalyst is CS(C)=O. The product is [CH2:1]([C:3]1[N:8]=[C:7]([NH2:9])[N:6]=[C:5]([NH2:10])[C:4]=1[C:11]1[CH:12]=[C:13]2[C:17](=[CH:18][CH:19]=1)[N:16]([CH2:21][C:22]1[CH:23]=[CH:24][C:25]([S:28]([CH3:31])(=[O:30])=[O:29])=[CH:26][CH:27]=1)[CH:15]=[CH:14]2)[CH3:2]. The yield is 0.430. (8) The reactants are C[O:2][C:3]([C:5]1[N:6](S(C2C=CC(C)=CC=2)(=O)=O)[CH:7]=[C:8]([C:10]2[CH:15]=[CH:14][CH:13]=[C:12]([N+:16]([O-:18])=[O:17])[C:11]=2[O:19][CH3:20])[CH:9]=1)=[O:4].O.[OH-].[Li+].CN(C)C=O.Cl. The catalyst is O. The product is [N+:16]([C:12]1[C:11]([O:19][CH3:20])=[C:10]([C:8]2[CH:9]=[C:5]([C:3]([OH:4])=[O:2])[NH:6][CH:7]=2)[CH:15]=[CH:14][CH:13]=1)([O-:18])=[O:17]. The yield is 0.500. (9) The reactants are [CH2:1]([O:4][C:5]1[CH:10]=[CH:9][C:8]([CH2:11][C@H:12]([NH:16][C:17]([O:19][C:20]([CH3:23])([CH3:22])[CH3:21])=[O:18])[C:13](O)=[O:14])=[CH:7][CH:6]=1)[CH:2]=[CH2:3].CC[N:26](C(C)C)C(C)C.ClC(OCC)=O.N. The catalyst is C1COCC1.CO. The product is [C:20]([O:19][C:17](=[O:18])[NH:16][C@@H:12]([CH2:11][C:8]1[CH:9]=[CH:10][C:5]([O:4][CH2:1][CH:2]=[CH2:3])=[CH:6][CH:7]=1)[C:13]([NH2:26])=[O:14])([CH3:23])([CH3:22])[CH3:21]. The yield is 0.980.